Dataset: Full USPTO retrosynthesis dataset with 1.9M reactions from patents (1976-2016). Task: Predict the reactants needed to synthesize the given product. (1) The reactants are: ClC1C=CC([NH:8][C:9]([NH:11][C:12]2[CH:17]=[CH:16][CH:15]=[C:14]([C:18]3[CH:23]=[CH:22][CH:21]=[C:20]([N:24]4[CH2:28][CH2:27][CH2:26][CH2:25]4)[N:19]=3)[CH:13]=2)=[O:10])=CC=1.[CH2:29]1[C:38]2[C:33](=[CH:34][CH:35]=[CH:36][CH:37]=2)[CH2:32][CH2:31]N1.CCN(C(C)C)C(C)C. Given the product [N:24]1([C:20]2[N:19]=[C:18]([C:14]3[CH:13]=[C:12]([NH:11][C:9]([N:8]4[CH2:31][CH2:32][C:33]5[C:38](=[CH:37][CH:36]=[CH:35][CH:34]=5)[CH2:29]4)=[O:10])[CH:17]=[CH:16][CH:15]=3)[CH:23]=[CH:22][CH:21]=2)[CH2:25][CH2:26][CH2:27][CH2:28]1, predict the reactants needed to synthesize it. (2) Given the product [NH2:1][C:2]1[C:3]2[C:10]([C:11]3[CH:16]=[CH:15][CH:14]=[C:13]([O:17][CH2:18][CH:19]4[CH2:23][CH2:22][C:21]([CH3:25])([CH3:24])[O:20]4)[CH:12]=3)=[CH:9][N:8]([C@@H:26]3[CH2:27][C@H:28]([CH2:30][N:32]4[CH2:39][CH2:38][CH2:37][C@@H:33]4[C:34]([NH2:36])=[O:35])[CH2:29]3)[C:4]=2[N:5]=[CH:6][N:7]=1, predict the reactants needed to synthesize it. The reactants are: [NH2:1][C:2]1[C:3]2[C:10]([C:11]3[CH:16]=[CH:15][CH:14]=[C:13]([O:17][CH2:18][CH:19]4[CH2:23][CH2:22][C:21]([CH3:25])([CH3:24])[O:20]4)[CH:12]=3)=[CH:9][N:8]([C@@H:26]3[CH2:29][C@H:28]([CH2:30]O)[CH2:27]3)[C:4]=2[N:5]=[CH:6][N:7]=1.[NH:32]1[CH2:39][CH2:38][CH2:37][C@@H:33]1[C:34]([NH2:36])=[O:35]. (3) Given the product [SH:25][C:20]1[CH:21]=[CH:22][CH:23]=[CH:24][C:19]=1[N:18]=[CH:8][C:7]1[CH:10]=[C:11]([C:13]([CH3:16])([CH3:15])[CH3:14])[CH:12]=[C:5]([C:1]([CH3:4])([CH3:3])[CH3:2])[C:6]=1[OH:17], predict the reactants needed to synthesize it. The reactants are: [C:1]([C:5]1[C:6]([OH:17])=[C:7]([CH:10]=[C:11]([C:13]([CH3:16])([CH3:15])[CH3:14])[CH:12]=1)[CH:8]=O)([CH3:4])([CH3:3])[CH3:2].[NH2:18][C:19]1[CH:24]=[CH:23][CH:22]=[CH:21][C:20]=1[SH:25]. (4) Given the product [Cl:1][C:2]1[CH:3]=[C:4]([C@H:9]2[C:18]3[CH:17]=[CH:16][CH:15]=[CH:14][C:13]=3[C:12]3[N:27]=[C:26]([NH:25][C@@H:29]4[CH2:34][CH2:33][CH2:32][N:31]([C:35]([O:37][C:38]([CH3:41])([CH3:40])[CH3:39])=[O:36])[CH2:30]4)[N:28]=[CH:20][C:11]=3[CH2:10]2)[CH:5]=[CH:6][C:7]=1[Cl:8], predict the reactants needed to synthesize it. The reactants are: [Cl:1][C:2]1[CH:3]=[C:4]([C@H:9]2[C:18]3[C:13](=[CH:14][CH:15]=[CH:16][CH:17]=3)[C:12](=O)[C:11](=[CH:20]N(C)C)[CH2:10]2)[CH:5]=[CH:6][C:7]=1[Cl:8].Cl.[NH:25]([C@@H:29]1[CH2:34][CH2:33][CH2:32][N:31]([C:35]([O:37][C:38]([CH3:41])([CH3:40])[CH3:39])=[O:36])[CH2:30]1)[C:26]([NH2:28])=[NH:27]. (5) Given the product [CH2:52]([NH:51][C:50]([C:43]1[C:44]([C:46]([F:48])([F:49])[F:47])=[N:45][C:40]([NH:39][NH:38][CH2:31][C:32]2[CH:33]=[CH:34][CH:35]=[CH:36][CH:37]=2)=[N:41][CH:42]=1)=[O:59])[C:53]1[CH:58]=[CH:57][CH:56]=[CH:55][CH:54]=1, predict the reactants needed to synthesize it. The reactants are: C(NC(C1C(C(F)(F)F)=NC(Cl)=NC=1)=O)C1C=CC=CC=1.CCN(C(C)C)C(C)C.[CH2:31]([N:38](C(OC(C)(C)C)=O)[NH:39][C:40]1[N:45]=[C:44]([C:46]([F:49])([F:48])[F:47])[C:43]([C:50](=[O:59])[NH:51][CH2:52][C:53]2[CH:58]=[CH:57][CH:56]=[CH:55][CH:54]=2)=[CH:42][N:41]=1)[C:32]1[CH:37]=[CH:36][CH:35]=[CH:34][CH:33]=1. (6) The reactants are: C(O[C:6]([N:8]1[CH2:12][C:11](=[N:13][O:14][CH3:15])[CH2:10][C@H:9]1[C:16]([OH:18])=O)=[O:7])(C)(C)C.O[N:20]=[C:21]([NH2:23])[CH3:22].[Cl:24][C:25]1[CH:30]=[CH:29][CH:28]=[CH:27][C:26]=1[C:31]1[CH:36]=[CH:35][C:34](C(O)=O)=[CH:33][CH:32]=1.CC1C=CC=CC=1C1C=CC(C(O)=O)=CC=1. Given the product [CH3:15][O:14][N:13]=[C:11]1[CH2:10][C@@H:9]([C:16]2[O:18][N:23]=[C:21]([CH3:22])[N:20]=2)[N:8]([C:6]([C:34]2[CH:33]=[CH:32][C:31]([C:26]3[CH:27]=[CH:28][CH:29]=[CH:30][C:25]=3[Cl:24])=[CH:36][CH:35]=2)=[O:7])[CH2:12]1, predict the reactants needed to synthesize it. (7) Given the product [Cl:1][C:2]1[CH:7]=[C:6]([O:8][C@@H:9]([CH3:14])[C:10]([F:11])([F:12])[F:13])[CH:5]=[CH:4][C:3]=1[SH:15], predict the reactants needed to synthesize it. The reactants are: [Cl:1][C:2]1[CH:7]=[C:6]([O:8][C@@H:9]([CH3:14])[C:10]([F:13])([F:12])[F:11])[CH:5]=[CH:4][C:3]=1[S:15]C(C1C=CC=CC=1)(C1C=CC=CC=1)C1C=CC=CC=1.FC(F)(F)C(O)=O.C([SiH](CC)CC)C.